From a dataset of Forward reaction prediction with 1.9M reactions from USPTO patents (1976-2016). Predict the product of the given reaction. (1) Given the reactants C([O:5][C:6](=[O:34])[C:7]([CH3:33])([S:9][C:10]1[S:11][CH:12]=[C:13]([CH2:15][CH2:16][O:17][C:18]2[CH:19]=[N:20][N:21]([C:23]3[CH:28]=[CH:27][CH:26]=[C:25]([C:29]([F:32])([F:31])[F:30])[CH:24]=3)[CH:22]=2)[N:14]=1)[CH3:8])(C)(C)C.FC(F)(F)C(O)=O, predict the reaction product. The product is: [CH3:33][C:7]([S:9][C:10]1[S:11][CH:12]=[C:13]([CH2:15][CH2:16][O:17][C:18]2[CH:19]=[N:20][N:21]([C:23]3[CH:28]=[CH:27][CH:26]=[C:25]([C:29]([F:32])([F:30])[F:31])[CH:24]=3)[CH:22]=2)[N:14]=1)([CH3:8])[C:6]([OH:34])=[O:5]. (2) Given the reactants [CH3:1][C:2]1[CH:3]=[C:4]([C:24]#N)[CH:5]=[C:6]2[C:10]=1[C:9](=[O:11])[N:8]([CH2:12][C:13]1[CH:18]=[CH:17][C:16]([O:19][C:20]([F:23])([F:22])[F:21])=[CH:15][CH:14]=1)[CH2:7]2.[OH-:26].[K+].C[OH:29], predict the reaction product. The product is: [CH3:1][C:2]1[CH:3]=[C:4]([C:24]([OH:29])=[O:26])[CH:5]=[C:6]2[C:10]=1[C:9](=[O:11])[N:8]([CH2:12][C:13]1[CH:18]=[CH:17][C:16]([O:19][C:20]([F:23])([F:22])[F:21])=[CH:15][CH:14]=1)[CH2:7]2.